This data is from Reaction yield outcomes from USPTO patents with 853,638 reactions. The task is: Predict the reaction yield, written as a fraction of the theoretical maximum amount of product (1.0 means a 100% yield; for example, 0.34 means a 34% yield). (1) The reactants are [Si:1]([O:8][C@@H:9]([CH2:35][C@H:36]([OH:64])[C:37]#[C:38][C@H:39]([CH3:63])[C@H:40]([O:55][Si:56]([C:59]([CH3:62])([CH3:61])[CH3:60])([CH3:58])[CH3:57])[C@@H:41]([CH3:54])[CH2:42][C@@H:43]([CH3:53])[CH2:44][O:45][Si:46]([C:49]([CH3:52])([CH3:51])[CH3:50])([CH3:48])[CH3:47])[C@H:10]([CH3:34])/[CH:11]=[CH:12]/[CH2:13][O:14][C:15]([C:28]1[CH:33]=[CH:32][CH:31]=[CH:30][CH:29]=1)([C:22]1[CH:27]=[CH:26][CH:25]=[CH:24][CH:23]=1)[C:16]1[CH:21]=[CH:20][CH:19]=[CH:18][CH:17]=1)([C:4]([CH3:7])([CH3:6])[CH3:5])([CH3:3])[CH3:2]. The catalyst is [Pd].CC([O-])=O.CC([O-])=O.[Pb+2].C1(C)C=CC=CC=1. The product is [Si:1]([O:8][C@@H:9]([CH2:35][C@H:36]([OH:64])/[CH:37]=[CH:38]\[C@H:39]([CH3:63])[C@H:40]([O:55][Si:56]([C:59]([CH3:60])([CH3:61])[CH3:62])([CH3:58])[CH3:57])[C@@H:41]([CH3:54])[CH2:42][C@@H:43]([CH3:53])[CH2:44][O:45][Si:46]([C:49]([CH3:50])([CH3:51])[CH3:52])([CH3:48])[CH3:47])[C@H:10]([CH3:34])/[CH:11]=[CH:12]/[CH2:13][O:14][C:15]([C:28]1[CH:33]=[CH:32][CH:31]=[CH:30][CH:29]=1)([C:22]1[CH:23]=[CH:24][CH:25]=[CH:26][CH:27]=1)[C:16]1[CH:17]=[CH:18][CH:19]=[CH:20][CH:21]=1)([C:4]([CH3:5])([CH3:6])[CH3:7])([CH3:3])[CH3:2]. The yield is 0.910. (2) The reactants are [C-]#N.[Na+].C1N2CC[N:6](CC2)[CH2:5]1.[Br:12][C:13]1[CH:14]=[N:15][C:16](Cl)=[N:17][CH:18]=1. The catalyst is CS(C)=O.O. The product is [Br:12][C:13]1[CH:14]=[N:15][C:16]([C:5]#[N:6])=[N:17][CH:18]=1. The yield is 0.760.